This data is from Full USPTO retrosynthesis dataset with 1.9M reactions from patents (1976-2016). The task is: Predict the reactants needed to synthesize the given product. Given the product [ClH:8].[S:11]1[CH:15]=[CH:14][C:13]2[C:16]([N:20]3[CH2:25][CH2:24][N:23]([CH2:26][CH2:27][CH2:28][O:29][CH:30]4[CH2:35][CH2:34][N:33]([C:36](=[O:38])[CH3:37])[CH2:32][CH2:31]4)[CH2:22][CH2:21]3)=[CH:17][CH:18]=[CH:19][C:12]1=2, predict the reactants needed to synthesize it. The reactants are: C(N(CC)CC)C.[Cl:8]CCl.[S:11]1[CH:15]=[CH:14][C:13]2[C:16]([N:20]3[CH2:25][CH2:24][N:23]([CH2:26][CH2:27][CH2:28][O:29][CH:30]4[CH2:35][CH2:34][NH:33][CH2:32][CH2:31]4)[CH2:22][CH2:21]3)=[CH:17][CH:18]=[CH:19][C:12]1=2.[C:36](Cl)(=[O:38])[CH3:37].